This data is from Forward reaction prediction with 1.9M reactions from USPTO patents (1976-2016). The task is: Predict the product of the given reaction. (1) Given the reactants [H-].[Na+].[CH3:3][N:4]([CH:6]=O)[CH3:5].[F:8][C:9]1[CH:18]=[CH:17][C:16]([O:19][CH2:20][CH2:21][CH3:22])=C2[C:10]=1[C:11](=[O:31])[C:12]([C:23]1[CH:28]=[CH:27][C:26]([O:29][CH3:30])=[CH:25][CH:24]=1)=CN2.CI, predict the reaction product. The product is: [F:8][C:9]1[CH:18]=[CH:17][C:16]([O:19][CH2:20][CH2:21][CH3:22])=[C:5]2[C:10]=1[C:11](=[O:31])[C:12]([C:23]1[CH:28]=[CH:27][C:26]([O:29][CH3:30])=[CH:25][CH:24]=1)=[CH:6][N:4]2[CH3:3]. (2) Given the reactants [CH3:1][C:2]1([CH3:16])[C:11]2[C:6](=[CH:7][C:8]([C:12](=[O:14])[CH3:13])=[CH:9][CH:10]=2)[C:5](=O)[CH2:4][CH2:3]1.C[C:18]1(C)[C:27]2[C:22](=CC(Br)=CC=2)[C:21]([S:29]C2C=CC=CC=2)=[CH:20][CH2:19]1, predict the reaction product. The product is: [CH3:1][C:2]1([CH3:16])[C:11]2[C:6](=[CH:7][C:8]([C:12](=[O:14])[CH3:13])=[CH:9][CH:10]=2)[C:5]([S:29][C:21]2[CH:22]=[CH:27][CH:18]=[CH:19][CH:20]=2)=[CH:4][CH2:3]1. (3) Given the reactants [CH3:1][O:2][CH2:3][O:4][C@H:5]1[CH2:9][CH2:8][N:7]([CH2:10][C@@H:11]([C:13]2[CH:18]=[CH:17][CH:16]=[CH:15][CH:14]=2)O)[CH2:6]1.COCO[C@H]1CCN([C@@H](C2C=CC=CC=2)CO)C1.[CH3:37][NH:38][C:39]1[CH:48]=[CH:47][C:42]([C:43]([O:45][CH3:46])=[O:44])=[CH:41][CH:40]=1, predict the reaction product. The product is: [CH3:1][O:2][CH2:3][O:4][C@H:5]1[CH2:9][CH2:8][N:7]([CH2:10][C@H:11]([N:38]([C:39]2[CH:48]=[CH:47][C:42]([C:43]([O:45][CH3:46])=[O:44])=[CH:41][CH:40]=2)[CH3:37])[C:13]2[CH:18]=[CH:17][CH:16]=[CH:15][CH:14]=2)[CH2:6]1. (4) Given the reactants C(OC(=O)[N:7]([C@H:9]([C:11](=[O:43])[NH:12][C@@H:13]1[C:19](=[O:20])[N:18]([CH2:21][C:22]2[C:30]3[C:25](=[CH:26][CH:27]=[CH:28][CH:29]=3)[N:24]([C:31]3[CH:36]=[CH:35][CH:34]=[CH:33][C:32]=3[C:37]#[N:38])[N:23]=2)[C:17]2[CH:39]=[CH:40][CH:41]=[CH:42][C:16]=2[NH:15][CH2:14]1)[CH3:10])[CH3:8])(C)(C)C.[C:45](Cl)(=[O:55])[C:46]1[CH:54]=[CH:53][C:49]([C:50]([Cl:52])=[O:51])=[CH:48][CH:47]=1, predict the reaction product. The product is: [ClH:52].[ClH:52].[C:37]([C:32]1[CH:33]=[CH:34][CH:35]=[CH:36][C:31]=1[N:24]1[C:25]2[C:30](=[CH:29][CH:28]=[CH:27][CH:26]=2)[C:22]([CH2:21][N:18]2[C:17]3[CH:39]=[CH:40][CH:41]=[CH:42][C:16]=3[N:15]([C:45](=[O:55])[C:46]3[CH:54]=[CH:53][C:49]([C:50]([N:15]4[C:16]5[CH:42]=[CH:41][CH:40]=[CH:39][C:17]=5[N:18]([CH2:21][C:22]5[C:30]6[C:25](=[CH:26][CH:27]=[CH:28][CH:29]=6)[N:24]([C:31]6[CH:36]=[CH:35][CH:34]=[CH:33][C:32]=6[C:37]#[N:38])[N:23]=5)[C:19](=[O:20])[C@@H:13]([NH:12][C:11](=[O:43])[C@@H:9]([NH:7][CH3:8])[CH3:10])[CH2:14]4)=[O:51])=[CH:48][CH:47]=3)[CH2:14][C@H:13]([NH:12][C:11](=[O:43])[C@@H:9]([NH:7][CH3:8])[CH3:10])[C:19]2=[O:20])=[N:23]1)#[N:38]. (5) Given the reactants [Cl-].O[NH3+:3].[C:4](=[O:7])([O-])[OH:5].[Na+].CS(C)=O.[OH:13][C:14]1([CH2:18][O:19][C@H:20]2[CH2:25][CH2:24][C@H:23]([N:26]3[C:31](=[O:32])[C:30]([CH2:33][C:34]4[CH:39]=[CH:38][C:37]([C:40]5[C:41]([C:46]#[N:47])=[CH:42][CH:43]=[CH:44][CH:45]=5)=[CH:36][CH:35]=4)=[C:29]([CH2:48][CH2:49][CH3:50])[N:28]4[N:51]=[CH:52][N:53]=[C:27]34)[CH2:22][CH2:21]2)[CH2:17][CH2:16][CH2:15]1, predict the reaction product. The product is: [OH:13][C:14]1([CH2:18][O:19][C@H:20]2[CH2:21][CH2:22][C@H:23]([N:26]3[C:31](=[O:32])[C:30]([CH2:33][C:34]4[CH:35]=[CH:36][C:37]([C:40]5[CH:45]=[CH:44][CH:43]=[CH:42][C:41]=5[C:46]5[NH:3][C:4](=[O:7])[O:5][N:47]=5)=[CH:38][CH:39]=4)=[C:29]([CH2:48][CH2:49][CH3:50])[N:28]4[N:51]=[CH:52][N:53]=[C:27]34)[CH2:24][CH2:25]2)[CH2:17][CH2:16][CH2:15]1. (6) Given the reactants [H-].[Na+].[CH3:3][O:4][C:5]1[CH:15]=[CH:14][C:8]([CH2:9][NH:10][C:11](=[O:13])[CH3:12])=[CH:7][CH:6]=1.I[CH3:17], predict the reaction product. The product is: [CH3:3][O:4][C:5]1[CH:6]=[CH:7][C:8]([CH2:9][N:10]([CH3:17])[C:11](=[O:13])[CH3:12])=[CH:14][CH:15]=1. (7) Given the reactants Cl[C:2]([O:4][CH2:5][CH3:6])=[O:3].[Cl:7][C:8]1[C:9]([CH3:25])=[C:10]([CH3:24])[C:11]2[N:12]([CH:14]=[C:15]([C:17]3[CH:22]=[CH:21][C:20]([F:23])=[CH:19][CH:18]=3)[N:16]=2)[N:13]=1.[N:26]1[CH:31]=[CH:30][CH:29]=[CH:28][N:27]=1, predict the reaction product. The product is: [Cl:7][C:8]1[C:9]([CH3:25])=[C:10]([CH3:24])[C:11]2[N:12]([C:14]([CH:30]3[CH:29]=[CH:28][N:27]([C:2]([O:4][CH2:5][CH3:6])=[O:3])[N:26]=[CH:31]3)=[C:15]([C:17]3[CH:18]=[CH:19][C:20]([F:23])=[CH:21][CH:22]=3)[N:16]=2)[N:13]=1.